This data is from Reaction yield outcomes from USPTO patents with 853,638 reactions. The task is: Predict the reaction yield, written as a fraction of the theoretical maximum amount of product (1.0 means a 100% yield; for example, 0.34 means a 34% yield). The reactants are [CH2:1]([O:4][C:5]1[CH:45]=[CH:44][CH:43]=[CH:42][C:6]=1[CH2:7][NH:8][C:9]([C:11]1[N:12]=[C:13]2[CH:18]=[C:17]([CH3:19])[C:16]([C@H:20]([O:25][C:26]([CH3:29])([CH3:28])[CH3:27])[C:21]([O:23]C)=[O:22])=[C:15]([N:30]3[CH2:35][CH2:34][C:33]([CH2:37][CH2:38]C=C)([CH3:36])[CH2:32][CH2:31]3)[N:14]2[CH:41]=1)=[O:10])[CH:2]=[CH2:3].CC1C=CC(S(O)(=O)=O)=CC=1.[BH4-].[Na+].C([O-])(O)=O.[Na+].O[Li].O. The catalyst is ClCCCl.CC1C=C(C)C(N2C(=[Ru](Cl)(Cl)=CC3C=CC=CC=3OC(C)C)N(C3C(C)=CC(C)=CC=3C)CC2)=C(C)C=1.O. The product is [C:26]([O:25][C@@H:20]([C:16]1[C:17]([CH3:19])=[CH:18][C:13]2=[N:12][C:11]3=[CH:41][N:14]2[C:15]=1[N:30]1[CH2:35][CH2:34][C:33]([CH3:36])([CH2:37][CH2:38][CH2:3][CH2:2][CH2:1][O:4][C:5]2[CH:45]=[CH:44][CH:43]=[CH:42][C:6]=2[CH2:7][NH:8][C:9]3=[O:10])[CH2:32][CH2:31]1)[C:21]([OH:23])=[O:22])([CH3:29])([CH3:27])[CH3:28]. The yield is 0.310.